This data is from Reaction yield outcomes from USPTO patents with 853,638 reactions. The task is: Predict the reaction yield, written as a fraction of the theoretical maximum amount of product (1.0 means a 100% yield; for example, 0.34 means a 34% yield). The reactants are C([O:8][C:9]1[C:10](=[O:35])[N:11]([CH3:34])[C:12]([N:28]2[CH2:33][CH2:32][O:31][CH2:30][CH2:29]2)=[N:13][C:14]=1[C:15]1[O:19][N:18]=[C:17]([CH2:20][C:21]2[CH:26]=[CH:25][C:24]([F:27])=[CH:23][CH:22]=2)[N:16]=1)C1C=CC=CC=1. The catalyst is C(O)(C(F)(F)F)=O. The product is [F:27][C:24]1[CH:25]=[CH:26][C:21]([CH2:20][C:17]2[N:16]=[C:15]([C:14]3[N:13]=[C:12]([N:28]4[CH2:29][CH2:30][O:31][CH2:32][CH2:33]4)[N:11]([CH3:34])[C:10](=[O:35])[C:9]=3[OH:8])[O:19][N:18]=2)=[CH:22][CH:23]=1. The yield is 0.800.